From a dataset of Forward reaction prediction with 1.9M reactions from USPTO patents (1976-2016). Predict the product of the given reaction. (1) Given the reactants Cl.[Cl:2][C:3]1[CH:11]=[C:10]2[C:6]([CH2:7][CH2:8][C@H:9]2[NH2:12])=[C:5]([F:13])[CH:4]=1.[CH:14](=O)[C:15]1[CH:20]=[CH:19][CH:18]=[CH:17][CH:16]=1.[CH3:22][C:23]1[N:24]=[CH:25][S:26][C:27]=1[C:28]([OH:30])=O.C1(C2CCC([N+:43]#[C-:44])=CC2)C=CC=CC=1.C[OH:46], predict the reaction product. The product is: [C:44]([C@@H:14]([C:15]1[CH:20]=[CH:19][CH:18]=[CH:17][CH:16]=1)[N:12]([C@H:9]1[C:10]2[C:6](=[C:5]([F:13])[CH:4]=[C:3]([Cl:2])[CH:11]=2)[CH2:7][CH2:8]1)[C:28]([C:27]1[S:26][CH:25]=[N:24][C:23]=1[CH3:22])=[O:30])(=[O:46])[NH2:43]. (2) Given the reactants [CH3:1][C:2]1[O:6][N:5]=[C:4]([C:7]2[CH:12]=[CH:11][CH:10]=[CH:9][CH:8]=2)[C:3]=1[C:13]1[O:17][C:16]([C:18]2[CH:19]=[C:20]3[C:24](=[CH:25][CH:26]=2)[NH:23][CH:22]=[CH:21]3)=[N:15][N:14]=1.[C:27](=O)([O-])[O-].[K+].[K+].IC, predict the reaction product. The product is: [CH3:27][N:23]1[C:24]2[C:20](=[CH:19][C:18]([C:16]3[O:17][C:13]([C:3]4[C:4]([C:7]5[CH:8]=[CH:9][CH:10]=[CH:11][CH:12]=5)=[N:5][O:6][C:2]=4[CH3:1])=[N:14][N:15]=3)=[CH:26][CH:25]=2)[CH:21]=[CH:22]1. (3) Given the reactants C[O:2][C:3]([C:5]1[CH:6]=[C:7]2[CH:13]=[C:12]([CH:14]([C:21]3[CH:26]=[CH:25][C:24]([C:27]([CH3:36])([O:29][CH:30]4[CH2:35][CH2:34][CH2:33][CH2:32][O:31]4)[CH3:28])=[C:23]([F:37])[CH:22]=3)[CH2:15][CH:16]3[CH2:20][CH2:19][CH2:18][CH2:17]3)[NH:11][C:8]2=[N:9][CH:10]=1)=[O:4].[OH-].[Na+].Cl, predict the reaction product. The product is: [CH:16]1([CH2:15][CH:14]([C:12]2[NH:11][C:8]3=[N:9][CH:10]=[C:5]([C:3]([OH:4])=[O:2])[CH:6]=[C:7]3[CH:13]=2)[C:21]2[CH:26]=[CH:25][C:24]([C:27]([CH3:36])([O:29][CH:30]3[CH2:35][CH2:34][CH2:33][CH2:32][O:31]3)[CH3:28])=[C:23]([F:37])[CH:22]=2)[CH2:17][CH2:18][CH2:19][CH2:20]1. (4) Given the reactants [CH:1]([O:4][C:5]1[C:14]2[C:9](=[CH:10][C:11]([C:15]([OH:17])=O)=[CH:12][CH:13]=2)[CH:8]=[C:7]([NH:18][C:19]2[CH:23]=[C:22]([CH3:24])[NH:21][N:20]=2)[N:6]=1)([CH3:3])[CH3:2].[CH:25]([NH2:28])([CH3:27])[CH3:26], predict the reaction product. The product is: [CH:25]([NH:28][C:15]([C:11]1[CH:10]=[C:9]2[C:14](=[CH:13][CH:12]=1)[C:5]([O:4][CH:1]([CH3:3])[CH3:2])=[N:6][C:7]([NH:18][C:19]1[CH:23]=[C:22]([CH3:24])[NH:21][N:20]=1)=[CH:8]2)=[O:17])([CH3:27])[CH3:26]. (5) Given the reactants [Br:1][C:2]1[C:10]2[C:9]([C:11]([OH:13])=O)=[CH:8][C:7]([C:14]3[CH:19]=[CH:18][CH:17]=[CH:16][CH:15]=3)=[N:6][C:5]=2[N:4]([CH:20]([CH3:22])[CH3:21])[N:3]=1.Cl.[NH2:24][CH2:25][C:26]1[C:27](=[O:34])[NH:28][C:29]([CH3:33])=[CH:30][C:31]=1[CH3:32].C1C=CC2N(O)N=NC=2C=1.C(Cl)CCl.CCN(C(C)C)C(C)C.CN1CCOCC1.[Al].C([O-])([O-])=O.[Na+].[Na+], predict the reaction product. The product is: [Br:1][C:2]1[C:10]2[C:9]([C:11]([NH:24][CH2:25][C:26]3[C:27](=[O:34])[NH:28][C:29]([CH3:33])=[CH:30][C:31]=3[CH3:32])=[O:13])=[CH:8][C:7]([C:14]3[CH:19]=[CH:18][CH:17]=[CH:16][CH:15]=3)=[N:6][C:5]=2[N:4]([CH:20]([CH3:21])[CH3:22])[N:3]=1. (6) Given the reactants [NH2:1][C:2]1[S:6][CH:5]=[C:4]([C:7]([O:9][CH3:10])=[O:8])[C:3]=1[CH3:11].Cl[CH2:13][CH2:14][CH2:15][C:16](=O)[CH3:17].CC(O)=O.[BH3-]C#N.[Na+], predict the reaction product. The product is: [CH3:11][C:3]1[C:4]([C:7]([O:9][CH3:10])=[O:8])=[CH:5][S:6][C:2]=1[N:1]1[CH2:17][CH2:16][CH2:15][CH:14]1[CH3:13]. (7) Given the reactants [F:1][C:2]1[CH:3]=[C:4]([CH:6]=[CH:7][C:8]=1[O:9][C:10]1[CH:15]=[CH:14][N:13]=[C:12]2[NH:16][CH:17]=[C:18]([Cl:19])[C:11]=12)[NH2:5].Cl[C:21]1[CH:26]=[C:25]([C:27]([F:30])([F:29])[F:28])[N:24]=[C:23]([NH2:31])[N:22]=1.Cl.[OH-].[Na+], predict the reaction product. The product is: [Cl:19][C:18]1[C:11]2[C:12](=[N:13][CH:14]=[CH:15][C:10]=2[O:9][C:8]2[CH:7]=[CH:6][C:4]([NH:5][C:21]3[CH:26]=[C:25]([C:27]([F:30])([F:28])[F:29])[N:24]=[C:23]([NH2:31])[N:22]=3)=[CH:3][C:2]=2[F:1])[NH:16][CH:17]=1. (8) The product is: [OH:7][NH:6][C:16]([C:12]1[S:11][CH:15]=[CH:14][CH:13]=1)=[NH:17]. Given the reactants [O-]CC.[Na+].Cl.[NH2:6][OH:7].C(O)C.[S:11]1[CH:15]=[CH:14][CH:13]=[C:12]1[C:16]#[N:17], predict the reaction product.